This data is from Forward reaction prediction with 1.9M reactions from USPTO patents (1976-2016). The task is: Predict the product of the given reaction. (1) The product is: [F:20][C:18]1([F:21])[CH2:17][N:16]([C:22](=[O:32])[C@@H:23]([NH:27][C:28](=[O:31])[O:29][CH3:30])[CH:24]([CH3:25])[CH3:26])[C@H:15]([C:13]2[NH:12][C:11]3[CH:33]=[CH:34][C:8]([C:5]4[CH:6]=[CH:7][C:2]([B:38]5[O:39][C:40]([CH3:42])([CH3:41])[C:36]([CH3:52])([CH3:35])[O:37]5)=[CH:3][CH:4]=4)=[CH:9][C:10]=3[N:14]=2)[CH2:19]1. Given the reactants Cl[C:2]1[CH:7]=[CH:6][C:5]([C:8]2[CH:34]=[CH:33][C:11]3[NH:12][C:13]([C@@H:15]4[CH2:19][C:18]([F:21])([F:20])[CH2:17][N:16]4[C:22](=[O:32])[C@@H:23]([NH:27][C:28](=[O:31])[O:29][CH3:30])[CH:24]([CH3:26])[CH3:25])=[N:14][C:10]=3[CH:9]=2)=[CH:4][CH:3]=1.[CH3:35][C:36]1([CH3:52])[C:40]([CH3:42])([CH3:41])[O:39][B:38]([B:38]2[O:39][C:40]([CH3:42])([CH3:41])[C:36]([CH3:52])([CH3:35])[O:37]2)[O:37]1.C([O-])(=O)C.[K+].C1(P(C2CCCCC2)C2CCCCC2)CCCCC1, predict the reaction product. (2) Given the reactants [CH3:1][O:2][C:3]1[CH:4]=[CH:5][CH:6]=[C:7]2[C:11]=1[NH:10][N:9]=[C:8]2[CH2:12][CH2:13]C(O)=O.C([N:19](CC)CC)C.C1(P(N=[N+]=[N-])(C2C=CC=CC=2)=O)C=CC=CC=1.[C:41](=[O:44])([O-])[OH:42].[Na+].[C:46]1([CH3:52])[CH:51]=CC=C[CH:47]=1, predict the reaction product. The product is: [CH3:1][O:2][C:3]1[CH:4]=[CH:5][CH:6]=[C:7]2[C:11]=1[NH:10][N:9]=[C:8]2[CH2:12][CH2:13][NH:19][C:41](=[O:44])[O:42][C:46]([CH3:52])([CH3:51])[CH3:47]. (3) The product is: [Si:54]([O:61][C@H:62]1[CH2:67][C:66](=[O:68])[O:65][C@H:64](/[CH:69]=[CH:15]/[C:14]2[C:9]([C:6]3[CH:7]=[CH:8][C:3]([F:2])=[CH:4][CH:5]=3)=[N:10][C:11]([N:38]([CH3:43])[S:39]([CH3:42])(=[O:40])=[O:41])=[N:12][C:13]=2[CH:35]([CH3:37])[CH3:36])[CH2:63]1)([C:57]([CH3:60])([CH3:59])[CH3:58])([CH3:56])[CH3:55]. Given the reactants [Br-].[F:2][C:3]1[CH:8]=[CH:7][C:6]([C:9]2[C:14]([CH2:15][P+](C3C=CC=CC=3)(C3C=CC=CC=3)C3C=CC=CC=3)=[C:13]([CH:35]([CH3:37])[CH3:36])[N:12]=[C:11]([N:38]([CH3:43])[S:39]([CH3:42])(=[O:41])=[O:40])[N:10]=2)=[CH:5][CH:4]=1.C[Si](C)(C)N[Si](C)(C)C.[Li].[Si:54]([O:61][C@H:62]1[CH2:67][C:66](=[O:68])[O:65][C@H:64]([CH:69]=O)[CH2:63]1)([C:57]([CH3:60])([CH3:59])[CH3:58])([CH3:56])[CH3:55].[Cl-].[NH4+], predict the reaction product. (4) Given the reactants [NH:1]1[CH2:6][CH2:5][NH:4][CH2:3][C:2]1=[O:7].[C:8](O[C:8]([O:10][C:11]([CH3:14])([CH3:13])[CH3:12])=[O:9])([O:10][C:11]([CH3:14])([CH3:13])[CH3:12])=[O:9], predict the reaction product. The product is: [C:11]([O:10][C:8]([N:4]1[CH2:5][CH2:6][NH:1][C:2](=[O:7])[CH2:3]1)=[O:9])([CH3:14])([CH3:13])[CH3:12]. (5) Given the reactants [CH:1]1([CH2:4][N:5]([C:13]2[CH:18]=[C:17](B3OC(C)(C)C(C)(C)O3)[CH:16]=[CH:15][N:14]=2)[C:6](=[O:12])[O:7][C:8]([CH3:11])([CH3:10])[CH3:9])[CH2:3][CH2:2]1.Br[C:29]1[O:30][CH:31]=[C:32]([C:34]([O:36][CH2:37][CH3:38])=[O:35])[N:33]=1.C(=O)([O-])[O-].[K+].[K+].COCCOC, predict the reaction product. The product is: [C:8]([O:7][C:6]([N:5]([CH2:4][CH:1]1[CH2:2][CH2:3]1)[C:13]1[CH:18]=[C:17]([C:29]2[O:30][CH:31]=[C:32]([C:34]([O:36][CH2:37][CH3:38])=[O:35])[N:33]=2)[CH:16]=[CH:15][N:14]=1)=[O:12])([CH3:9])([CH3:10])[CH3:11].